This data is from Reaction yield outcomes from USPTO patents with 853,638 reactions. The task is: Predict the reaction yield, written as a fraction of the theoretical maximum amount of product (1.0 means a 100% yield; for example, 0.34 means a 34% yield). (1) The reactants are Cl[CH2:2][CH2:3][CH2:4][CH2:5][CH2:6][CH2:7][N:8]1[C:16]2[C:11](=[CH:12][CH:13]=[CH:14][CH:15]=2)[CH:10]=[CH:9]1.[CH3:17][CH:18]([CH3:34])[C:19]([NH:21][C:22]1[CH:27]=[CH:26][CH:25]=[C:24]([CH:28]2[CH2:33][CH2:32][NH:31][CH2:30][CH2:29]2)[CH:23]=1)=[O:20].C([O-])([O-])=O.[K+].[K+].[Na+].[I-]. The catalyst is CN(C=O)C. The product is [N:8]1([CH2:7][CH2:6][CH2:5][CH2:4][CH2:3][CH2:2][N:31]2[CH2:32][CH2:33][CH:28]([C:24]3[CH:23]=[C:22]([NH:21][C:19](=[O:20])[CH:18]([CH3:17])[CH3:34])[CH:27]=[CH:26][CH:25]=3)[CH2:29][CH2:30]2)[C:16]2[C:11](=[CH:12][CH:13]=[CH:14][CH:15]=2)[CH:10]=[CH:9]1. The yield is 0.900. (2) The reactants are [C:1]([O:5][C:6]([N:8]1[CH2:12][CH2:11][CH2:10][C@H:9]1[CH2:13][O:14][C:15]1[CH:16]=[C:17]([CH2:21][C:22]([OH:24])=[O:23])[CH:18]=[CH:19][CH:20]=1)=[O:7])([CH3:4])(C)C.CCOCC.C([O-])(O)=O.[Na+].C(Cl)(OCC1[C:51]2[C:46](=[CH:47][CH:48]=[CH:49][CH:50]=2)[C:45]2[C:40]1=[CH:41][CH:42]=[CH:43][CH:44]=2)=O. The catalyst is C(Cl)Cl.C(O)(C(F)(F)F)=O.O.O1CCOCC1. The product is [C:6]([N:8]1[CH2:12][CH2:11][CH2:10][C@H:9]1[CH2:13][O:14][C:15]1[CH:16]=[C:17]([CH2:21][C:22]([OH:24])=[O:23])[CH:18]=[CH:19][CH:20]=1)([O:5][CH2:1][CH:4]1[C:44]2[C:45](=[CH:40][CH:41]=[CH:42][CH:43]=2)[C:46]2[C:51]1=[CH:50][CH:49]=[CH:48][CH:47]=2)=[O:7]. The yield is 0.810.